This data is from Aqueous solubility values for 9,982 compounds from the AqSolDB database. The task is: Regression/Classification. Given a drug SMILES string, predict its absorption, distribution, metabolism, or excretion properties. Task type varies by dataset: regression for continuous measurements (e.g., permeability, clearance, half-life) or binary classification for categorical outcomes (e.g., BBB penetration, CYP inhibition). For this dataset (solubility_aqsoldb), we predict Y. (1) The drug is O=C(O)c1ccccc1C(=O)c1ccc(-c2ccccc2)cc1. The Y is -4.83 log mol/L. (2) The drug is C=CCOC(Cn1ccnc1)c1ccc(Cl)cc1Cl. The Y is -3.22 log mol/L. (3) The molecule is CCOCOCOCC. The Y is -0.128 log mol/L. (4) The Y is -4.13 log mol/L. The drug is COC1(OC)CCCCCCCCCCC1. (5) The compound is Cc1cc(C)c2ccccc2n1. The Y is -1.94 log mol/L. (6) The compound is Clc1cccc(-c2ccc(Cl)c(Cl)c2Cl)c1Cl. The Y is -7.05 log mol/L. (7) The compound is c1ccc2nc3ccccc3cc2c1. The Y is -3.67 log mol/L. (8) The compound is COCC(=O)O. The Y is 1.05 log mol/L. (9) The drug is O=C(O)c1cccnc1C(=O)O. The Y is -1.48 log mol/L. (10) The drug is CC1(O)CC(C)(O)OO1. The Y is 0.571 log mol/L.